From a dataset of Full USPTO retrosynthesis dataset with 1.9M reactions from patents (1976-2016). Predict the reactants needed to synthesize the given product. Given the product [Br:1][C:2]1[C:7]2[N:8]=[C:9]([C:11]3[C:12](=[O:28])[NH:13][CH:14]=[CH:15][C:16]=3[NH:17][CH2:18][C@H:19]([C:21]3[CH:26]=[CH:25][CH:24]=[C:23]([Cl:27])[CH:22]=3)[OH:20])[NH:10][C:6]=2[CH:5]=[C:4]([CH:29]=[O:42])[CH:3]=1, predict the reactants needed to synthesize it. The reactants are: [Br:1][C:2]1[C:7]2[N:8]=[C:9]([C:11]3[C:12](=[O:28])[NH:13][CH:14]=[CH:15][C:16]=3[NH:17][CH2:18][C@H:19]([C:21]3[CH:26]=[CH:25][CH:24]=[C:23]([Cl:27])[CH:22]=3)[OH:20])[NH:10][C:6]=2[CH:5]=[C:4]([C:29]#N)[CH:3]=1.CC(C[AlH]CC(C)C)C.CC[O:42]C(C)=O.O.